This data is from Full USPTO retrosynthesis dataset with 1.9M reactions from patents (1976-2016). The task is: Predict the reactants needed to synthesize the given product. (1) Given the product [CH3:35][O:34][C:31]1[CH:32]=[C:33]2[CH:16]3[CH:17]([O:18][C:19]4[C:20]([CH2:21][CH:22]=[C:23]([CH3:25])[CH3:24])=[C:11]([O:4][CH3:1])[CH:12]=[CH:13][C:14]=4[C:15]3=[O:38])[CH2:26][O:27][C:28]2=[CH:29][C:30]=1[O:36][CH3:37], predict the reactants needed to synthesize it. The reactants are: [C:1](=[O:4])([O-])[O-].[Cs+].[Cs+].C(#N)C.O[C:11]1[CH:12]=[CH:13][C:14]2[C:15](=[O:38])[C@H:16]3[C:33]4[C:28](=[CH:29][C:30]([O:36][CH3:37])=[C:31]([O:34][CH3:35])[CH:32]=4)[O:27][CH2:26][C@H:17]3[O:18][C:19]=2[C:20]=1[CH2:21][CH:22]=[C:23]([CH3:25])[CH3:24].IC. (2) Given the product [C:22]([O:26][C:27](=[O:39])[NH:28][CH2:29][CH2:30][O:31][C:32]1[CH:33]=[N:34][CH:35]=[C:36]([C:8]2[CH:7]=[C:6]3[C:11](=[CH:10][CH:9]=2)[N:2]([CH3:1])[C:3](=[O:21])[CH2:4][CH2:5]3)[CH:37]=1)([CH3:25])([CH3:23])[CH3:24], predict the reactants needed to synthesize it. The reactants are: [CH3:1][N:2]1[C:11]2[C:6](=[CH:7][C:8](B3OC(C)(C)C(C)(C)O3)=[CH:9][CH:10]=2)[CH2:5][CH2:4][C:3]1=[O:21].[C:22]([O:26][C:27](=[O:39])[NH:28][CH2:29][CH2:30][O:31][C:32]1[CH:33]=[N:34][CH:35]=[C:36](Br)[CH:37]=1)([CH3:25])([CH3:24])[CH3:23]. (3) Given the product [N:1]1[C:2]([C:10]([OH:12])=[O:11])=[CH:3][N:4]2[CH:9]=[CH:8][CH:7]=[CH:6][C:5]=12, predict the reactants needed to synthesize it. The reactants are: [N:1]1[C:2]([C:10]([O:12]CC)=[O:11])=[CH:3][N:4]2[CH:9]=[CH:8][CH:7]=[CH:6][C:5]=12.[OH-].[Li+].Cl. (4) Given the product [NH2:9][C:5]1[CH:4]=[C:3]([O:2][CH3:1])[CH:8]=[CH:7][C:6]=1[C:14]([C:16]1[CH:7]=[CH:8][CH:3]=[CH:4][CH:5]=1)=[O:15], predict the reactants needed to synthesize it. The reactants are: [CH3:1][O:2][C:3]1[CH:8]=[CH:7][CH:6]=[C:5]([NH2:9])[CH:4]=1.B(Cl)(Cl)Cl.[C:14](Cl)([CH3:16])=[O:15].[Al+3].[Cl-].[Cl-].[Cl-].[OH-].[Na+]. (5) Given the product [NH2:20][CH2:21][CH:22]([N:31]([CH3:41])[C:32]([O:34][CH2:35][CH2:36][Si:37]([CH3:38])([CH3:40])[CH3:39])=[O:33])[CH2:23][C:24]1([OH:30])[CH2:29][CH2:28][CH2:27][CH2:26][CH2:25]1, predict the reactants needed to synthesize it. The reactants are: CC1C=CC(S(O)(=O)=O)=CC=1.O.C(OC([NH:20][CH2:21][CH:22]([N:31]([CH3:41])[C:32]([O:34][CH2:35][CH2:36][Si:37]([CH3:40])([CH3:39])[CH3:38])=[O:33])[CH2:23][C:24]1([OH:30])[CH2:29][CH2:28][CH2:27][CH2:26][CH2:25]1)=O)(C)(C)C. (6) Given the product [CH2:1]([O:8][C:9]1[C:16]([CH3:17])=[CH:15][C:12]([C:13]([OH:25])=[O:14])=[CH:11][C:10]=1[CH2:18][CH3:19])[C:2]1[CH:7]=[CH:6][CH:5]=[CH:4][CH:3]=1, predict the reactants needed to synthesize it. The reactants are: [CH2:1]([O:8][C:9]1[C:16]([CH3:17])=[CH:15][C:12]([CH:13]=[O:14])=[CH:11][C:10]=1[CH2:18][CH3:19])[C:2]1[CH:7]=[CH:6][CH:5]=[CH:4][CH:3]=1.CC(=CC)C.[O-:25]Cl=O.[Na+]. (7) Given the product [CH2:13]([NH:20][CH:7]1[CH:8]([CH3:11])[CH2:9][CH2:10][N:4]([C:1](=[O:3])[CH3:2])[CH2:5][CH2:6]1)[C:14]1[CH:19]=[CH:18][CH:17]=[CH:16][CH:15]=1, predict the reactants needed to synthesize it. The reactants are: [C:1]([N:4]1[CH2:10][CH2:9][CH:8]([CH3:11])[C:7](=O)[CH2:6][CH2:5]1)(=[O:3])[CH3:2].[CH2:13]([NH2:20])[C:14]1[CH:19]=[CH:18][CH:17]=[CH:16][CH:15]=1. (8) Given the product [CH:30]1([NH:32][C:11](=[O:13])[C@@H:9]([NH:8][C:6](=[O:7])[O:5][C:2]([CH3:1])([CH3:3])[CH3:4])[CH3:10])[CH2:31][CH2:26][CH2:27][CH2:28][CH2:29]1, predict the reactants needed to synthesize it. The reactants are: [CH3:1][C:2]([O:5][C:6]([NH:8][C@H:9]([C:11]([OH:13])=O)[CH3:10])=[O:7])([CH3:4])[CH3:3].CCN=C=NCCCN(C)C.Cl.[CH:26]1[CH:27]=[CH:28][C:29]2N(O)N=[N:32][C:30]=2[CH:31]=1.C(N1CCOCC1)C.C1(N)CCCCC1. (9) Given the product [CH2:1]([N:8]1[CH2:16][C:15]2[C:10](=[CH:11][CH:12]=[C:13]([C:23]3([OH:25])[CH2:22][C@@H:21]([CH3:26])[O:20][C@@H:19]([CH3:18])[CH2:24]3)[CH:14]=2)[CH2:9]1)[C:2]1[CH:7]=[CH:6][CH:5]=[CH:4][CH:3]=1, predict the reactants needed to synthesize it. The reactants are: [CH2:1]([N:8]1[CH2:16][C:15]2[C:10](=[CH:11][CH:12]=[C:13](Br)[CH:14]=2)[CH2:9]1)[C:2]1[CH:7]=[CH:6][CH:5]=[CH:4][CH:3]=1.[CH3:18][C@@H:19]1[CH2:24][C:23](=[O:25])[CH2:22][C@H:21]([CH3:26])[O:20]1. (10) Given the product [NH2:21][C:7]1[C:6]([F:11])=[C:5]([NH:12][S:13]([CH2:16][CH2:17][CH3:18])(=[O:15])=[O:14])[CH:4]=[CH:3][C:2]=1[Cl:1], predict the reactants needed to synthesize it. The reactants are: [Cl:1][C:2]1[C:7](C(O)=O)=[C:6]([F:11])[C:5]([NH:12][S:13]([CH2:16][CH2:17][CH3:18])(=[O:15])=[O:14])=[CH:4][CH:3]=1.C([N:21](CC)CC)C.C1C=CC(OP(OC2C=CC=CC=2)(N=[N+]=[N-])=O)=CC=1.O.